This data is from Forward reaction prediction with 1.9M reactions from USPTO patents (1976-2016). The task is: Predict the product of the given reaction. Given the reactants [ClH:1].[CH3:2][O:3][C:4]1[N:9]=[CH:8][C:7]([C:10]2[N:11]=[C:12]([C:32]([N:34]3[CH2:39][CH2:38][CH2:37][CH2:36][CH2:35]3)=[O:33])[O:13][C:14]=2[C:15]2[CH:31]=[CH:30][C:18]([O:19][CH2:20][CH2:21][NH:22]C(=O)OC(C)(C)C)=[CH:17][CH:16]=2)=[CH:6][CH:5]=1, predict the reaction product. The product is: [ClH:1].[CH3:2][O:3][C:4]1[N:9]=[CH:8][C:7]([C:10]2[N:11]=[C:12]([C:32]([N:34]3[CH2:39][CH2:38][CH2:37][CH2:36][CH2:35]3)=[O:33])[O:13][C:14]=2[C:15]2[CH:31]=[CH:30][C:18]([O:19][CH2:20][CH2:21][NH2:22])=[CH:17][CH:16]=2)=[CH:6][CH:5]=1.